Task: Predict the reactants needed to synthesize the given product.. Dataset: Full USPTO retrosynthesis dataset with 1.9M reactions from patents (1976-2016) (1) Given the product [Cl:20][C:21]1[CH:22]=[C:23]([C:29]([NH:31][C:32]2[C:33]([O:38][CH3:39])=[N:34][CH:35]=[CH:36][CH:37]=2)=[O:30])[CH:24]=[N:25][C:26]=1[NH:27][NH:28][C:18]([NH:17][CH:16]1[C:11]2[CH:12]=[N:13][CH:14]=[CH:15][C:10]=2[CH2:9][CH2:8][C:7]2[C:2]([F:1])=[CH:3][CH:4]=[CH:5][C:6]1=2)=[S:19], predict the reactants needed to synthesize it. The reactants are: [F:1][C:2]1[C:7]2[CH2:8][CH2:9][C:10]3[CH:15]=[CH:14][N:13]=[CH:12][C:11]=3[CH:16]([N:17]=[C:18]=[S:19])[C:6]=2[CH:5]=[CH:4][CH:3]=1.[Cl:20][C:21]1[CH:22]=[C:23]([C:29]([NH:31][C:32]2[C:33]([O:38][CH3:39])=[N:34][CH:35]=[CH:36][CH:37]=2)=[O:30])[CH:24]=[N:25][C:26]=1[NH:27][NH2:28].O. (2) The reactants are: [Cl:1][C:2]1[CH:21]=[C:20]([Cl:22])[CH:19]=[CH:18][C:3]=1[O:4][C:5]1[CH:12]=[CH:11][C:8]([C:9]#[N:10])=[CH:7][C:6]=1[O:13][CH2:14][C:15](=O)[CH3:16].[C-:23]#[N:24].[Na+].[NH3:26]. Given the product [NH2:26][C:15]([C:23]#[N:24])([CH3:16])[CH2:14][O:13][C:6]1[CH:7]=[C:8]([CH:11]=[CH:12][C:5]=1[O:4][C:3]1[CH:18]=[CH:19][C:20]([Cl:22])=[CH:21][C:2]=1[Cl:1])[C:9]#[N:10], predict the reactants needed to synthesize it. (3) Given the product [CH2:1]([C:5]1[CH:6]=[CH:7][C:8]([NH:15][S:16]([C:19]2[CH:24]=[CH:23][CH:22]=[C:21]([C:25]([N:27]3[CH2:28][CH2:29][N:30]([C:33]4[CH:38]=[CH:37][CH:36]=[CH:35][C:34]=4[O:39][CH3:40])[CH2:31][CH2:32]3)=[O:26])[CH:20]=2)(=[O:18])=[O:17])=[C:9]([CH:14]=1)[C:10]([OH:12])=[O:11])[CH2:2][CH2:3][CH3:4], predict the reactants needed to synthesize it. The reactants are: [CH2:1]([C:5]1[CH:6]=[CH:7][C:8]([NH:15][S:16]([C:19]2[CH:24]=[CH:23][CH:22]=[C:21]([C:25]([N:27]3[CH2:32][CH2:31][N:30]([C:33]4[CH:38]=[CH:37][CH:36]=[CH:35][C:34]=4[O:39][CH3:40])[CH2:29][CH2:28]3)=[O:26])[CH:20]=2)(=[O:18])=[O:17])=[C:9]([CH:14]=1)[C:10]([O:12]C)=[O:11])[CH2:2][CH2:3][CH3:4].O[Li].O. (4) Given the product [CH3:29][S:30]([C:33]1[CH:34]=[C:35]([NH:39][C:12]([C:11]2[CH:10]=[N:9][N:8]3[C:3]([CH:2]([F:1])[F:28])=[CH:4][C:5]([C:15]4[CH:20]=[CH:19][C:18]([C:21]([F:24])([F:22])[F:23])=[C:17]([O:25][CH2:26][CH3:27])[CH:16]=4)=[N:6][C:7]=23)=[O:14])[CH:36]=[CH:37][CH:38]=1)(=[O:31])=[O:32], predict the reactants needed to synthesize it. The reactants are: [F:1][CH:2]([F:28])[C:3]1[N:8]2[N:9]=[CH:10][C:11]([C:12]([OH:14])=O)=[C:7]2[N:6]=[C:5]([C:15]2[CH:20]=[CH:19][C:18]([C:21]([F:24])([F:23])[F:22])=[C:17]([O:25][CH2:26][CH3:27])[CH:16]=2)[CH:4]=1.[CH3:29][S:30]([C:33]1[CH:34]=[C:35]([NH2:39])[CH:36]=[CH:37][CH:38]=1)(=[O:32])=[O:31].Cl. (5) Given the product [S:15](=[O:18])(=[O:17])([O:14][CH2:13][CH2:12][CH2:11][O:10][C:6]1[CH:7]=[CH:8][CH:9]=[C:2]([NH:1][S:15](=[O:18])(=[O:17])[NH2:16])[C:3]=1[C:4]#[N:5])[NH2:16], predict the reactants needed to synthesize it. The reactants are: [NH2:1][C:2]1[CH:9]=[CH:8][CH:7]=[C:6]([O:10][CH2:11][CH2:12][CH2:13][OH:14])[C:3]=1[C:4]#[N:5].[S:15](Cl)(=[O:18])(=[O:17])[NH2:16]. (6) Given the product [CH3:35][S:36]([O:1][CH2:2][CH2:3][CH:4]1[S:8][C:7]([C:9]2[NH:10][C:11]3[C:16]([CH:17]=2)=[CH:15][CH:14]=[CH:13][C:12]=3[N:18]([CH3:27])[S:19]([C:22]2[S:23][CH:24]=[CH:25][CH:26]=2)(=[O:21])=[O:20])=[N:6][CH2:5]1)(=[O:38])=[O:37].[Cl:39][CH2:2][CH2:3][CH:4]1[S:8][C:7]([C:9]2[NH:10][C:11]3[C:16]([CH:17]=2)=[CH:15][CH:14]=[CH:13][C:12]=3[N:18]([CH3:27])[S:19]([C:22]2[S:23][CH:24]=[CH:25][CH:26]=2)(=[O:21])=[O:20])=[N:6][CH2:5]1, predict the reactants needed to synthesize it. The reactants are: [OH:1][CH2:2][CH2:3][CH:4]1[S:8][C:7]([C:9]2[NH:10][C:11]3[C:16]([CH:17]=2)=[CH:15][CH:14]=[CH:13][C:12]=3[N:18]([CH3:27])[S:19]([C:22]2[S:23][CH:24]=[CH:25][CH:26]=2)(=[O:21])=[O:20])=[N:6][CH2:5]1.C(N(CC)CC)C.[CH3:35][S:36]([Cl:39])(=[O:38])=[O:37].O. (7) Given the product [F:16][C:12]1[CH:11]=[C:10]([N:9]2[CH2:4][CH2:5][NH:6][C:7]2=[O:8])[CH:15]=[CH:14][CH:13]=1, predict the reactants needed to synthesize it. The reactants are: [H-].[Na+].Cl[CH2:4][CH2:5][NH:6][C:7]([NH:9][C:10]1[CH:15]=[CH:14][CH:13]=[C:12]([F:16])[CH:11]=1)=[O:8]. (8) Given the product [F:74][C:72]1[CH:71]=[CH:70][C:69]([C:75]([F:77])([F:76])[F:78])=[C:68]([CH:73]=1)[C:67]([N:64]1[CH2:65][CH2:66][N:61]([C:59](=[O:60])[CH2:58][NH:57][C:43]([C:40]2[CH:39]=[C:38]([C:35]3[CH:34]=[CH:33][C:32]([F:31])=[CH:37][CH:36]=3)[NH:42][N:41]=2)=[O:45])[CH2:62][CH2:63]1)=[O:79], predict the reactants needed to synthesize it. The reactants are: CCN(C(C)C)C(C)C.C1C=CC2N(O)N=NC=2C=1.CCN=C=NCCCN(C)C.[F:31][C:32]1[CH:37]=[CH:36][C:35]([C:38]2[NH:42][N:41]=[C:40]([C:43]([OH:45])=O)[CH:39]=2)=[CH:34][CH:33]=1.FC1C=C(C(=O)C)C=CC=1.Cl.[NH2:57][CH2:58][C:59]([N:61]1[CH2:66][CH2:65][N:64]([C:67](=[O:79])[C:68]2[CH:73]=[C:72]([F:74])[CH:71]=[CH:70][C:69]=2[C:75]([F:78])([F:77])[F:76])[CH2:63][CH2:62]1)=[O:60].FC1C=CC(C(F)(F)F)=C(C=1)C(O)=O.